Dataset: Forward reaction prediction with 1.9M reactions from USPTO patents (1976-2016). Task: Predict the product of the given reaction. (1) Given the reactants Cl[C:2]1[CH:3]=[CH:4][CH:5]=[C:6]2[C:10]=1[NH:9][C:8]([B:11]1[O:15][C:14]([CH3:17])([CH3:16])[C:13]([CH3:19])([CH3:18])[O:12]1)=[CH:7]2.[C:20]([O:23]C1C=CC=C2C=1C=CN2)(=[O:22])[CH3:21], predict the reaction product. The product is: [C:20]([O:23][C:5]1[CH:4]=[CH:3][CH:2]=[C:10]2[C:6]=1[CH:7]=[C:8]([B:11]1[O:15][C:14]([CH3:17])([CH3:16])[C:13]([CH3:19])([CH3:18])[O:12]1)[NH:9]2)(=[O:22])[CH3:21]. (2) Given the reactants OCCN[C:5](=[O:32])[C:6]1[CH:11]=[CH:10][C:9]([CH2:12][N:13]2[C:21]3[C:16](=[CH:17][C:18]([CH:22]([CH3:24])[CH3:23])=[CH:19][CH:20]=3)[C:15]([CH:25]([CH3:27])[CH3:26])=[C:14]2[CH2:28][CH:29]([CH3:31])[CH3:30])=[CH:8][CH:7]=1.CN(C)CCNC(=[O:65])C1C=CC(CN2C3C(=CC(C(C)C)=CC=3)C(C(C)C)=C2CC(C)C)=CC=1.C(SC1C2C(=CC=C(OCC3C=CC=CN=3)C=2)N(CC2C=CC(C(O)=O)=CC=2)C=1CC(C)(C)C)(C)(C)C.COC(=O)C1C=CC(CN2C3C(=CC(OCC4C=CC=CN=4)=CC=3)C(SC(C)(C)C)=C2CC(C)(C)C)=CC=1.CC(C)(C)CC1N(CC2C=CC(C(O)=O)=CC=2)C2C(C=1)=CC(OCC1C=CC=CN=1)=CC=2.C(SC1C2C(=CC=C(OCC3C=CC=CN=3)C=2)N(CC2C=CC(C(NCCN(C)C)=O)=CC=2)C=1CC(C)(C)C)(C)(C)C, predict the reaction product. The product is: [CH2:28]([C:14]1[N:13]([CH2:12][C:9]2[CH:8]=[CH:7][C:6]([C:5]([OH:32])=[O:65])=[CH:11][CH:10]=2)[C:21]2[C:16]([C:15]=1[CH:25]([CH3:26])[CH3:27])=[CH:17][C:18]([CH:22]([CH3:23])[CH3:24])=[CH:19][CH:20]=2)[CH:29]([CH3:31])[CH3:30]. (3) Given the reactants [NH2:1][C:2]1[N:10]=[C:9]2[C:5]([N:6]=[CH:7][N:8]2[CH:11]2[CH:15]([O:16]C(=O)C3C=CC=CC=3)[CH2:14][CH:13]([CH:25]=[CH:26][P:27]([O:32]CC)([O:29]CC)=[O:28])[O:12]2)=[C:4](Cl)[N:3]=1.C[Si](Br)(C)C.[N:41]1C(C)=CC=CC=1C, predict the reaction product. The product is: [NH2:1][C:2]1[N:10]=[C:9]2[C:5]([N:6]=[CH:7][N:8]2[CH:11]2[O:12][CH:13]([CH:25]=[CH:26][P:27](=[O:28])([OH:29])[OH:32])[CH2:14][CH:15]2[OH:16])=[C:4]([NH2:41])[N:3]=1. (4) Given the reactants [Si:1]([O:8][CH:9]([C:22]1[CH:27]=[CH:26][CH:25]=[C:24]([Cl:28])[CH:23]=1)[C:10]1[CH:14]=[C:13]([CH:15]2[O:19][CH2:18][CH2:17][O:16]2)[S:12][C:11]=1[CH:20]=[O:21])([C:4]([CH3:7])([CH3:6])[CH3:5])([CH3:3])[CH3:2].[BH4-].[Na+], predict the reaction product. The product is: [Si:1]([O:8][CH:9]([C:22]1[CH:27]=[CH:26][CH:25]=[C:24]([Cl:28])[CH:23]=1)[C:10]1[CH:14]=[C:13]([CH:15]2[O:19][CH2:18][CH2:17][O:16]2)[S:12][C:11]=1[CH2:20][OH:21])([C:4]([CH3:7])([CH3:5])[CH3:6])([CH3:2])[CH3:3]. (5) Given the reactants [O:1]1[C:5]2([CH2:10][C:9](=O)[CH2:8][CH2:7][CH2:6]2)[O:4][CH2:3][CH2:2]1.[CH2:12]([SH:19])[C:13]1[CH:18]=[CH:17][CH:16]=[CH:15][CH:14]=1.[N+:20]([CH3:23])([O-:22])=[O:21].C(N)CN, predict the reaction product. The product is: [CH2:12]([S:19][C:8]1([CH2:23][N+:20]([O-:22])=[O:21])[CH2:9][CH2:10][C:5]2([O:4][CH2:3][CH2:2][O:1]2)[CH2:6][CH2:7]1)[C:13]1[CH:18]=[CH:17][CH:16]=[CH:15][CH:14]=1. (6) Given the reactants [C:1]([O:5][C:6]([N:8]1[CH2:12][C@@:11]([F:14])([CH3:13])[CH2:10][C@H:9]1[C:15]([OH:17])=O)=[O:7])([CH3:4])([CH3:3])[CH3:2].[NH2:18][C@@H:19]([C:23]1[CH:28]=[CH:27][CH:26]=[C:25]([Cl:29])[C:24]=1[F:30])[CH2:20][CH2:21][OH:22], predict the reaction product. The product is: [C:1]([O:5][C:6]([N:8]1[CH2:12][C@@:11]([F:14])([CH3:13])[CH2:10][C@H:9]1[C:15](=[O:17])[NH:18][C@@H:19]([C:23]1[CH:28]=[CH:27][CH:26]=[C:25]([Cl:29])[C:24]=1[F:30])[CH2:20][CH2:21][OH:22])=[O:7])([CH3:2])([CH3:3])[CH3:4]. (7) The product is: [CH3:45][O:44][C:41]1[CH:42]=[CH:43][C:38]([CH:36]2[C:19]3[C:18](=[CH:17][C:16]([O:15][CH2:14][CH:11]4[CH2:10][CH2:9][NH:8][CH2:13][CH2:12]4)=[CH:21][CH:20]=3)[CH2:22][N:23]([CH3:24])[CH2:35]2)=[CH:39][CH:40]=1. Given the reactants C(OC([N:8]1[CH2:13][CH2:12][CH:11]([CH2:14][O:15][C:16]2[CH:21]=[CH:20][CH:19]=[C:18]([CH2:22][NH:23][CH3:24])[CH:17]=2)[CH2:10][CH2:9]1)=O)(C)(C)C.CCN(C(C)C)C(C)C.Br[CH2:35][C:36]([C:38]1[CH:43]=[CH:42][C:41]([O:44][CH3:45])=[CH:40][CH:39]=1)=O, predict the reaction product. (8) Given the reactants [C:1]1([C:7]2[N:11]=[C:10]([N:12]3[CH2:16][CH2:15][C@H:14]([NH:17]C(=O)OC(C)(C)C)[CH2:13]3)[O:9][N:8]=2)[CH:6]=[CH:5][CH:4]=[CH:3][CH:2]=1.FC(F)(F)C(O)=O, predict the reaction product. The product is: [C:1]1([C:7]2[N:11]=[C:10]([N:12]3[CH2:16][CH2:15][C@H:14]([NH2:17])[CH2:13]3)[O:9][N:8]=2)[CH:2]=[CH:3][CH:4]=[CH:5][CH:6]=1. (9) The product is: [C:31]([O:32][C:79]([NH:78][C:76]1[N:77]=[C:66]2[CH:65]=[C:64]([C:2]3[CH:3]=[N:4][C:5]([N:8]4[CH2:13][CH2:12][C:11]([CH2:17][CH3:18])([C:14]([O:16][CH2:37][CH3:38])=[O:15])[CH2:10][CH2:9]4)=[N:6][CH:7]=3)[CH:69]=[C:68]([N:70]3[CH:74]=[CH:73][CH:72]=[N:71]3)[N:67]2[CH:75]=1)=[O:81])([CH3:30])([CH3:33])[CH3:34]. Given the reactants Br[C:2]1[CH:3]=[N:4][C:5]([N:8]2[CH2:13][CH2:12][C:11]([CH2:17][CH3:18])([C:14]([O-:16])=[O:15])[CH2:10][CH2:9]2)=[N:6][CH:7]=1.B1(B2[O:32][C:31]([CH3:34])([CH3:33])[C:30](C)(C)O2)OC(C)(C)C(C)(C)O1.[C:37]([O-])(=O)[CH3:38].[K+].C1(P(C2CCCCC2)C2CCCCC2)CCCCC1.N#N.Br[C:64]1[CH:69]=[C:68]([N:70]2[CH:74]=[CH:73][CH:72]=[N:71]2)[N:67]2[CH:75]=[C:76]([NH:78][C:79](=[O:81])[O-])[N:77]=[C:66]2[CH:65]=1.[O-]P([O-])([O-])=O.[K+].[K+].[K+], predict the reaction product.